Dataset: Full USPTO retrosynthesis dataset with 1.9M reactions from patents (1976-2016). Task: Predict the reactants needed to synthesize the given product. (1) The reactants are: [NH2:1][C@H:2]([C:7]([OH:9])=[O:8])[CH2:3][CH2:4]SC.N[C@H](C(O)=O)C[C:13]1[N:17]=[CH:16][NH:15]C=1.[NH2:21][C@H](C(O)=O)CC1C=CC=CC=1.N[C@H](C(O)=O)[C@H](CC)C.N[C@H](C(O)=O)[C@@H](C)O.N[C@H](C(O)=O)CC(C)C.N[C@H](C(O)=O)CC1C2C(=CC=CC=2)NC=1.N[C@H](C(O)=O)CCCCN.N[C@H](C(O)=O)C(C)C. Given the product [NH2:1][C@H:2]([C:7]([OH:9])=[O:8])[CH2:3][CH2:4][CH2:13][NH:17][C:16](=[NH:21])[NH2:15], predict the reactants needed to synthesize it. (2) Given the product [F:1][C:2]1[C:7]2[C:8]([C:18]([NH:19][CH3:20])=[O:21])=[C:9]([C:11]3[CH:12]=[CH:13][C:14]([F:17])=[CH:15][CH:16]=3)[O:10][C:6]=2[CH:5]=[CH:4][C:3]=1[C:22]1[CH:23]=[C:24]([C:25](=[O:27])[NH:42][C:39]2([C:35]3[N:34]=[N:33][CH:38]=[CH:37][CH:36]=3)[CH2:41][CH2:40]2)[CH:28]=[CH:29][C:30]=1[CH3:31], predict the reactants needed to synthesize it. The reactants are: [F:1][C:2]1[C:7]2[C:8]([C:18](=[O:21])[NH:19][CH3:20])=[C:9]([C:11]3[CH:16]=[CH:15][C:14]([F:17])=[CH:13][CH:12]=3)[O:10][C:6]=2[CH:5]=[CH:4][C:3]=1[C:22]1[CH:23]=[C:24]([CH:28]=[CH:29][C:30]=1[CH3:31])[C:25]([OH:27])=O.Cl.[N:33]1[CH:38]=[CH:37][CH:36]=[C:35]([C:39]2([NH2:42])[CH2:41][CH2:40]2)[N:34]=1.C(N(CC)CC)C.